This data is from Full USPTO retrosynthesis dataset with 1.9M reactions from patents (1976-2016). The task is: Predict the reactants needed to synthesize the given product. Given the product [F:3][C:4]1[C:9]([C:10]2[CH:11]=[C:12]3[C:23]4([CH2:27][O:26][C:25]([NH2:28])=[N:24]4)[C:22]4[CH:21]=[C:20]([N:29]([CH3:31])[CH3:30])[N:19]=[CH:18][C:17]=4[O:16][C:13]3=[CH:14][CH:15]=2)=[N:32][CH:33]=[CH:34][CH:35]=1, predict the reactants needed to synthesize it. The reactants are: II.[F:3][C:4]1[C:9]([C:10]2[CH:11]=[C:12]3[C:23]4([CH2:27][O:26][C:25]([NH2:28])=[N:24]4)[C:22]4[CH:21]=[C:20]([N:29]([CH3:31])[CH3:30])[N:19]=[CH:18][C:17]=4[O:16][C:13]3=[CH:14][CH:15]=2)=CC=CN=1.[NH3:32].[CH3:33][CH:34](O)[CH3:35].